This data is from NCI-60 drug combinations with 297,098 pairs across 59 cell lines. The task is: Regression. Given two drug SMILES strings and cell line genomic features, predict the synergy score measuring deviation from expected non-interaction effect. (1) Drug 1: CC1=C(C(CCC1)(C)C)C=CC(=CC=CC(=CC(=O)O)C)C. Drug 2: C1C(C(OC1N2C=NC(=NC2=O)N)CO)O. Cell line: RPMI-8226. Synergy scores: CSS=55.5, Synergy_ZIP=-4.38, Synergy_Bliss=1.72, Synergy_Loewe=3.15, Synergy_HSA=5.58. (2) Drug 1: C1=CC(=CC=C1CCC2=CNC3=C2C(=O)NC(=N3)N)C(=O)NC(CCC(=O)O)C(=O)O. Drug 2: CC(C)(C#N)C1=CC(=CC(=C1)CN2C=NC=N2)C(C)(C)C#N. Cell line: EKVX. Synergy scores: CSS=2.10, Synergy_ZIP=0.694, Synergy_Bliss=1.85, Synergy_Loewe=1.20, Synergy_HSA=0.281. (3) Drug 1: CC1=C(C=C(C=C1)C(=O)NC2=CC(=CC(=C2)C(F)(F)F)N3C=C(N=C3)C)NC4=NC=CC(=N4)C5=CN=CC=C5. Drug 2: CC1=C(C(=CC=C1)Cl)NC(=O)C2=CN=C(S2)NC3=CC(=NC(=N3)C)N4CCN(CC4)CCO. Cell line: OVCAR-8. Synergy scores: CSS=3.37, Synergy_ZIP=-1.76, Synergy_Bliss=-1.24, Synergy_Loewe=-2.25, Synergy_HSA=-1.22. (4) Drug 1: CC1C(C(CC(O1)OC2CC(OC(C2O)C)OC3=CC4=CC5=C(C(=O)C(C(C5)C(C(=O)C(C(C)O)O)OC)OC6CC(C(C(O6)C)O)OC7CC(C(C(O7)C)O)OC8CC(C(C(O8)C)O)(C)O)C(=C4C(=C3C)O)O)O)O. Drug 2: CCCCCOC(=O)NC1=NC(=O)N(C=C1F)C2C(C(C(O2)C)O)O. Cell line: NCI-H226. Synergy scores: CSS=58.3, Synergy_ZIP=-1.40, Synergy_Bliss=-1.79, Synergy_Loewe=-0.0584, Synergy_HSA=-0.176. (5) Drug 1: CC1=C(C=C(C=C1)NC2=NC=CC(=N2)N(C)C3=CC4=NN(C(=C4C=C3)C)C)S(=O)(=O)N.Cl. Drug 2: CC1C(C(CC(O1)OC2CC(CC3=C2C(=C4C(=C3O)C(=O)C5=CC=CC=C5C4=O)O)(C(=O)C)O)N)O. Cell line: RXF 393. Synergy scores: CSS=66.9, Synergy_ZIP=0.890, Synergy_Bliss=0.0828, Synergy_Loewe=2.91, Synergy_HSA=4.91.